Dataset: Full USPTO retrosynthesis dataset with 1.9M reactions from patents (1976-2016). Task: Predict the reactants needed to synthesize the given product. (1) Given the product [CH2:1]=[CH:2][CH3:3].[N:14]12[CH2:25][CH2:24][CH2:23][N:20]([CH2:21][CH2:22][NH:11][CH2:12][CH2:13]1)[CH2:19][CH2:18][NH:17][CH2:16][CH2:15]2, predict the reactants needed to synthesize it. The reactants are: [CH2:1](OC([N:11]1[CH2:22][CH2:21][N:20]2[CH2:23][CH2:24][CH2:25][N:14]([CH2:15][CH2:16][N:17](C(OCC3C=CC=CC=3)=O)[CH2:18][CH2:19]2)[CH2:13][CH2:12]1)=O)[C:2]1C=CC=C[CH:3]=1. (2) Given the product [Cl:1][C:2]1[CH:18]=[CH:17][C:5]([CH2:6][N:7]([CH2:28][C:25]2[CH:26]=[CH:27][C:22]3[C:23]([CH:24]=2)=[N:19][S:20][N:21]=3)[C:8]2[CH:16]=[CH:15][C:11]3[NH:12][CH:13]=[N:14][C:10]=3[CH:9]=2)=[CH:4][CH:3]=1, predict the reactants needed to synthesize it. The reactants are: [Cl:1][C:2]1[CH:18]=[CH:17][C:5]([CH2:6][NH:7][C:8]2[CH:16]=[CH:15][C:11]3[N:12]=[CH:13][NH:14][C:10]=3[CH:9]=2)=[CH:4][CH:3]=1.[N:19]1[S:20][N:21]=[C:22]2[CH:27]=[CH:26][C:25]([CH2:28]Br)=[CH:24][C:23]=12.C([O-])([O-])=O.[K+].[K+].